This data is from Catalyst prediction with 721,799 reactions and 888 catalyst types from USPTO. The task is: Predict which catalyst facilitates the given reaction. (1) Reactant: Cl[C:2]1[C:11]2=[N:12][N:13](CC3C=CC(OC)=CC=3)[CH:14]=[C:10]2[C:9]2[CH:8]=[C:7]([O:24][CH3:25])[CH:6]=[CH:5][C:4]=2[N:3]=1.[NH2:26][C:27]1[CH:32]=[CH:31][C:30]([C:33]([N:35]2[CH2:41][CH2:40][CH2:39][N:38]([CH3:42])[CH2:37][CH2:36]2)=[O:34])=[CH:29][CH:28]=1.Cl. Product: [CH3:25][O:24][C:7]1[CH:6]=[CH:5][C:4]2[N:3]=[C:2]([NH:26][C:27]3[CH:28]=[CH:29][C:30]([C:33]([N:35]4[CH2:41][CH2:40][CH2:39][N:38]([CH3:42])[CH2:37][CH2:36]4)=[O:34])=[CH:31][CH:32]=3)[C:11]3=[N:12][NH:13][CH:14]=[C:10]3[C:9]=2[CH:8]=1. The catalyst class is: 71. (2) Reactant: [CH3:1][NH2:2].Br[CH2:4][C:5]1[CH:10]=[CH:9][C:8]([B:11]2[O:15][C:14]([CH3:17])([CH3:16])[C:13]([CH3:19])([CH3:18])[O:12]2)=[CH:7][C:6]=1[F:20]. Product: [F:20][C:6]1[CH:7]=[C:8]([B:11]2[O:15][C:14]([CH3:17])([CH3:16])[C:13]([CH3:19])([CH3:18])[O:12]2)[CH:9]=[CH:10][C:5]=1[CH2:4][NH:2][CH3:1]. The catalyst class is: 1. (3) Reactant: [F:1][C:2]1[CH:3]=[C:4]([N:21]2[CH2:25][C@H:24]([CH2:26][NH:27][C:28](=[O:30])[CH3:29])[O:23][C:22]2=[O:31])[CH:5]=[CH:6][C:7]=1[N:8]1[CH:12]=[C:11]([CH:13](O)[C:14]2[CH:19]=[CH:18][CH:17]=[CH:16][N:15]=2)[N:10]=[N:9]1.Cl. Product: [F:1][C:2]1[CH:3]=[C:4]([N:21]2[CH2:25][C@H:24]([CH2:26][NH:27][C:28](=[O:30])[CH3:29])[O:23][C:22]2=[O:31])[CH:5]=[CH:6][C:7]=1[N:8]1[CH:12]=[C:11]([CH2:13][C:14]2[CH:19]=[CH:18][CH:17]=[CH:16][N:15]=2)[N:10]=[N:9]1. The catalyst class is: 331. (4) The catalyst class is: 5. Reactant: [C:1]([C:5]1[CH:12]=[CH:11][C:8]([CH:9]=O)=[CH:7][CH:6]=1)([CH3:4])([CH3:3])[CH3:2].[CH2:13]([CH2:15][NH2:16])[OH:14].[BH4-].[Na+].[NH:19]1[C:27]2[C:22](=[CH:23][CH:24]=[CH:25][C:26]=2[C:28](O)=[O:29])[CH:21]=[CH:20]1.CCN=C=NCCCN(C)C.Cl. Product: [C:1]([C:5]1[CH:12]=[CH:11][C:8]([CH2:9][N:16]([CH2:15][CH2:13][OH:14])[C:28]([C:26]2[CH:25]=[CH:24][CH:23]=[C:22]3[C:27]=2[NH:19][CH:20]=[CH:21]3)=[O:29])=[CH:7][CH:6]=1)([CH3:4])([CH3:3])[CH3:2]. (5) Reactant: CI.[H-].[Na+].[CH2:5]([C@:8]1([CH2:22][OH:23])[CH2:12][N:11]([C@@H:13]([C:15]2[CH:20]=[CH:19][CH:18]=[CH:17][CH:16]=2)[CH3:14])[C:10](=[O:21])[CH2:9]1)[CH:6]=[CH2:7].[CH3:24]N(C)C=O. Product: [CH2:5]([C@:8]1([CH2:22][O:23][CH3:24])[CH2:12][N:11]([C@@H:13]([C:15]2[CH:16]=[CH:17][CH:18]=[CH:19][CH:20]=2)[CH3:14])[C:10](=[O:21])[CH2:9]1)[CH:6]=[CH2:7]. The catalyst class is: 83. (6) Reactant: Br[C:2]1[N:10]=[CH:9][N:8]=[C:7]2[C:3]=1[N:4]=[CH:5][NH:6]2.[NH2:11][CH:12]([C:14]1[C:15]([O:28][CH3:29])=[C:16]([N:22]2[CH2:26][CH2:25][CH2:24][C:23]2=[O:27])[C:17]([CH3:21])=[C:18]([Cl:20])[CH:19]=1)[CH3:13].C(N(CC)C(C)C)(C)C. Product: [Cl:20][C:18]1[C:17]([CH3:21])=[C:16]([N:22]2[CH2:26][CH2:25][CH2:24][C:23]2=[O:27])[C:15]([O:28][CH3:29])=[C:14]([CH:12]([NH:11][C:2]2[N:10]=[CH:9][N:8]=[C:7]3[C:3]=2[N:4]=[CH:5][NH:6]3)[CH3:13])[CH:19]=1. The catalyst class is: 32. (7) Reactant: [C:1]([C:3]1[CH:8]=[CH:7][CH:6]=[CH:5][C:4]=1[C:9]1[CH:14]=[CH:13][C:12]([CH2:15][CH:16]([C:21](=O)[CH2:22][CH2:23][CH2:24][CH3:25])[C:17](OC)=[O:18])=[CH:11][CH:10]=1)#[N:2].[O:27]1[C:31]2([CH2:36][CH2:35][CH:34]([NH:37][C:38]3[NH:42][C:41]([CH3:43])=[N:40][N:39]=3)[CH2:33][CH2:32]2)[O:30][CH2:29][CH2:28]1.N12CCCN=C1CCCCC2.C(N(CC)C1C=CC=CC=1)C. Product: [CH2:22]([C:21]1[N:39]2[N:40]=[C:41]([CH3:43])[N:42]=[C:38]2[N:37]([CH:34]2[CH2:33][CH2:32][C:31]3([O:27][CH2:28][CH2:29][O:30]3)[CH2:36][CH2:35]2)[C:17](=[O:18])[C:16]=1[CH2:15][C:12]1[CH:11]=[CH:10][C:9]([C:4]2[C:3]([C:1]#[N:2])=[CH:8][CH:7]=[CH:6][CH:5]=2)=[CH:14][CH:13]=1)[CH2:23][CH2:24][CH3:25]. The catalyst class is: 13.